Dataset: Full USPTO retrosynthesis dataset with 1.9M reactions from patents (1976-2016). Task: Predict the reactants needed to synthesize the given product. (1) Given the product [CH3:1][O:2][C:3](=[O:20])[CH2:4][C:5]1[NH:10][C:9](=[O:11])[C:8]([Cl:13])=[C:7]([N:14]2[CH2:19][CH2:18][O:17][CH2:16][CH2:15]2)[N:6]=1, predict the reactants needed to synthesize it. The reactants are: [CH3:1][O:2][C:3](=[O:20])[CH2:4][C:5]1[N:10]=[C:9]([O:11]C)[C:8]([Cl:13])=[C:7]([N:14]2[CH2:19][CH2:18][O:17][CH2:16][CH2:15]2)[N:6]=1.O1CCOCC1. (2) The reactants are: [CH3:1][C:2]1[O:6][N:5]=[CH:4][C:3]=1[C:7]([OH:9])=O.O=S(Cl)[Cl:12]. Given the product [CH3:1][C:2]1[O:6][N:5]=[CH:4][C:3]=1[C:7]([Cl:12])=[O:9], predict the reactants needed to synthesize it. (3) Given the product [Br:1][CH2:2][CH2:3][NH:4][C:5](=[O:6])[O:7][C:8]([CH3:11])([CH3:10])[CH3:9], predict the reactants needed to synthesize it. The reactants are: [Br:1][CH2:2][CH2:3][NH2:4].[C:5](O[C:5]([O:7][C:8]([CH3:11])([CH3:10])[CH3:9])=[O:6])([O:7][C:8]([CH3:11])([CH3:10])[CH3:9])=[O:6].C1COCC1.C(=O)([O-])O.[Na+].